This data is from Full USPTO retrosynthesis dataset with 1.9M reactions from patents (1976-2016). The task is: Predict the reactants needed to synthesize the given product. The reactants are: [CH:1]1([CH2:7]Br)[CH2:6][CH2:5][CH2:4][CH2:3][CH2:2]1.C([Li])(C)(C)C.[F:14][C:15]1[CH:16]=[CH:17][C:18]([O:33][CH3:34])=[C:19]([C:21]([CH3:32])([CH3:31])[CH2:22][C:23](N2CCOCC2)=[O:24])[CH:20]=1. Given the product [CH:1]1([CH2:7][C:23](=[O:24])[CH2:22][C:21]([C:19]2[CH:20]=[C:15]([F:14])[CH:16]=[CH:17][C:18]=2[O:33][CH3:34])([CH3:32])[CH3:31])[CH2:6][CH2:5][CH2:4][CH2:3][CH2:2]1, predict the reactants needed to synthesize it.